From a dataset of Forward reaction prediction with 1.9M reactions from USPTO patents (1976-2016). Predict the product of the given reaction. (1) Given the reactants [NH2:1][C:2]1[CH:3]=[C:4]2[C:8](=[CH:9][CH:10]=1)[NH:7][CH:6]=[C:5]2[C:11]1[CH2:16][CH2:15][CH:14]([N:17]([CH2:25][CH3:26])[C:18](=[O:24])[O:19][C:20]([CH3:23])([CH3:22])[CH3:21])[CH2:13][CH:12]=1.I.[S:28]1[CH:32]=[CH:31][CH:30]=[C:29]1[C:33](SC)=[NH:34], predict the reaction product. The product is: [CH2:25]([N:17]([CH:14]1[CH2:15][CH2:16][C:11]([C:5]2[C:4]3[C:8](=[CH:9][CH:10]=[C:2]([NH:1][C:33]([C:29]4[S:28][CH:32]=[CH:31][CH:30]=4)=[NH:34])[CH:3]=3)[NH:7][CH:6]=2)=[CH:12][CH2:13]1)[C:18](=[O:24])[O:19][C:20]([CH3:21])([CH3:22])[CH3:23])[CH3:26]. (2) Given the reactants [C:1](#[N:8])[C:2]1[CH:7]=[CH:6][CH:5]=[CH:4][CH:3]=1.[C:9](=[O:12])(O)O.[NH2:13][C:14]([NH2:16])=[NH:15].O.C(O[CH2:22][CH3:23])(=O)C, predict the reaction product. The product is: [N:8]1[CH:1]=[CH:2][CH:7]=[CH:6][C:5]=1[CH:4]([O:12][C:9]1[CH:23]=[CH:22][CH:4]=[C:3]2[C:2]=1[C:1]([NH2:8])=[N:15][C:14]([NH2:16])=[N:13]2)[CH3:3]. (3) Given the reactants [CH3:1][OH:2].[O:3]1[CH:5]([CH2:6][CH2:7][CH2:8][CH2:9][CH2:10][CH2:11][CH2:12][CH2:13][CH2:14][CH3:15])[CH2:4]1, predict the reaction product. The product is: [CH3:1][O:2][CH2:4][CH:5]([OH:3])[CH2:6][CH2:7][CH2:8][CH2:9][CH2:10][CH2:11][CH2:12][CH2:13][CH2:14][CH3:15]. (4) The product is: [C:30]([Si:34]([CH3:55])([CH3:56])[O:35][CH2:36][C:37]([C:40]1[CH:45]=[CH:44][C:43]([NH:46][C:16]([C:5]2[N:6]([CH2:8][O:9][CH2:10][CH2:11][Si:12]([CH3:13])([CH3:14])[CH3:15])[CH:7]=[C:3]([C:1]#[N:2])[N:4]=2)=[O:18])=[C:42]([C:47]2[CH2:52][CH2:51][C:50]([CH3:54])([CH3:53])[CH2:49][CH:48]=2)[CH:41]=1)([CH3:39])[CH3:38])([CH3:33])([CH3:31])[CH3:32]. Given the reactants [C:1]([C:3]1[N:4]=[C:5]([C:16]([O-:18])=O)[N:6]([CH2:8][O:9][CH2:10][CH2:11][Si:12]([CH3:15])([CH3:14])[CH3:13])[CH:7]=1)#[N:2].[K+].N1C=CC=CC=1.O=S(Cl)Cl.[C:30]([Si:34]([CH3:56])([CH3:55])[O:35][CH2:36][C:37]([C:40]1[CH:45]=[CH:44][C:43]([NH2:46])=[C:42]([C:47]2[CH2:52][CH2:51][C:50]([CH3:54])([CH3:53])[CH2:49][CH:48]=2)[CH:41]=1)([CH3:39])[CH3:38])([CH3:33])([CH3:32])[CH3:31], predict the reaction product. (5) Given the reactants [Si:1]([O:8][CH2:9][C:10]1([CH3:19])[S:16][CH2:15][CH2:14][N:13]=[C:12](SC)[CH2:11]1)([C:4]([CH3:7])([CH3:6])[CH3:5])([CH3:3])[CH3:2].[C:20]([C:22]1[CH:23]=[CH:24][C:25]([C:28]2[CH:33]=[CH:32][C:31]([C:34]3([C:37]([NH:39][NH2:40])=O)[CH2:36][CH2:35]3)=[CH:30][CH:29]=2)=[N:26][CH:27]=1)#[N:21], predict the reaction product. The product is: [Si:1]([O:8][CH2:9][C:10]1([CH3:19])[S:16][CH2:15][CH2:14][N:13]2[C:37]([C:34]3([C:31]4[CH:32]=[CH:33][C:28]([C:25]5[CH:24]=[CH:23][C:22]([C:20]#[N:21])=[CH:27][N:26]=5)=[CH:29][CH:30]=4)[CH2:36][CH2:35]3)=[N:39][N:40]=[C:12]2[CH2:11]1)([C:4]([CH3:7])([CH3:6])[CH3:5])([CH3:3])[CH3:2]. (6) Given the reactants F[C:2]1[CH:7]=[CH:6][C:5]([C:8]2[C:9]([C:27]3[CH:32]=[CH:31][CH:30]=[CH:29][CH:28]=3)=[C:10]([C:14]([C:16]([C:18]3[CH:23]=[CH:22][C:21]([O:24][CH3:25])=[C:20]([Cl:26])[CH:19]=3)=[O:17])=[O:15])[CH:11]=[CH:12][CH:13]=2)=[CH:4][CH:3]=1.[CH3:33][S:34]([O-:36])=[O:35].[Na+], predict the reaction product. The product is: [CH3:33][S:34]([C:2]1[CH:7]=[CH:6][C:5]([C:8]2[C:9]([C:27]3[CH:32]=[CH:31][CH:30]=[CH:29][CH:28]=3)=[C:10]([C:14]([C:16]([C:18]3[CH:23]=[CH:22][C:21]([O:24][CH3:25])=[C:20]([Cl:26])[CH:19]=3)=[O:17])=[O:15])[CH:11]=[CH:12][CH:13]=2)=[CH:4][CH:3]=1)(=[O:36])=[O:35].